This data is from Experimentally validated miRNA-target interactions with 360,000+ pairs, plus equal number of negative samples. The task is: Binary Classification. Given a miRNA mature sequence and a target amino acid sequence, predict their likelihood of interaction. (1) The miRNA is hsa-miR-1306-3p with sequence ACGUUGGCUCUGGUGGUG. The protein sequence of the target gene is MPRAFLVKKPCVSTCKRNWSELPDEERGEIYVPVSLGFCPPQPYREPEPSVAEPPSCPLALNMSLRDSSYSMAPGPCVVAQLPSEDMGHLTDPQSRDHGFLRTKMKVTLGDSPSGDLFTCRVCQKAFTYQRMLNRHMKCHNDVKRHLCTYCGKGFNDTFDLKRHVRTHTGVRPYKCSLCDKAFTQRCSLESHLKKIHGVQQKYAYKERRAKLYVCEECGCTSESQEGHVLHLKEHHPDSPLLRKTSKKVAVALQNTVTSLLQGSPHL. Result: 0 (no interaction). (2) The miRNA is hsa-miR-1236-3p with sequence CCUCUUCCCCUUGUCUCUCCAG. The protein sequence of the target gene is MSDQDHSMDEVTAVVKIEKDVGGNNGGSGNGGGAAFSQTRSSSTGSSSSSGGGGGQESQPSPLALLAATCSRIESPNENSNNSQGPSQSGGTGELDLTATQLSQGANGWQIISSSSGATPTSKEQSGNSTNGSNGSESSKNRTVSGGQYVVAATPNLQNQQVLTGLPGVMPNIQYQVIPQFQTVDGQQLQFAATGAQVQQDGSGQIQIIPGANQQIIPNRGSGGNIIAAMPNLLQQAVPLQGLANNVLSGQTQYVTNVPVALNGNITLLPVNSVSAATLTPSSQAGTISSSGSQESSSQP.... Result: 0 (no interaction).